From a dataset of Forward reaction prediction with 1.9M reactions from USPTO patents (1976-2016). Predict the product of the given reaction. (1) Given the reactants C(OC(=O)[NH:7][C:8]1[CH:9]=[N:10][C:11]([Br:15])=[CH:12][C:13]=1[I:14])(C)(C)C.FC(F)(F)C(O)=O, predict the reaction product. The product is: [Br:15][C:11]1[N:10]=[CH:9][C:8]([NH2:7])=[C:13]([I:14])[CH:12]=1. (2) The product is: [CH3:17][O:13][CH2:14][CH:15]1[CH2:16][CH2:14][CH:15]2[CH:17]([CH2:16]2)[O:13]1. Given the reactants C[Si]([N-][Si](C)(C)C)(C)C.[K+].CI.[O:13]1[CH2:17][CH2:16][CH2:15][CH2:14]1, predict the reaction product.